This data is from Forward reaction prediction with 1.9M reactions from USPTO patents (1976-2016). The task is: Predict the product of the given reaction. (1) Given the reactants C([O:5][C:6]([CH:8]1[NH:20][CH2:19][C:17]2=[C:18]3[C:13](=[C:14]([C:21]([NH:23][CH2:24][C:25]4[CH:33]=[CH:32][C:28]([C:29](O)=[O:30])=[CH:27][CH:26]=4)=[O:22])[CH:15]=[CH:16]2)[CH:12]=[CH:11][N:10]3[CH2:9]1)=[O:7])(C)(C)C.CN(C(ON1N=N[C:44]2[CH:45]=CC=[CH:48][C:43]1=2)=[N+](C)C)C.F[P-](F)(F)(F)(F)F.CN(C1C=CC=CN=1)C.[NH2:67][O:68][CH:69]1[CH2:74][CH2:73][CH2:72][CH2:71][O:70]1.O1CCCCC1ON, predict the reaction product. The product is: [O:70]1[CH2:71][CH2:72][CH2:73][CH2:74][CH:69]1[O:68][NH:67][C:29]([C:28]1[CH:32]=[CH:33][C:25]([CH2:24][NH:23][C:21]([C:14]2[CH:15]=[CH:16][C:17]3[CH2:19][NH:20][CH:8]([C:6]([O:5][CH2:48][CH2:43][CH2:44][CH3:45])=[O:7])[CH2:9][N:10]4[C:18]=3[C:13]=2[CH:12]=[CH:11]4)=[O:22])=[CH:26][CH:27]=1)=[O:30]. (2) Given the reactants O=P(Cl)(Cl)[Cl:3].[CH3:6][C:7]([C:9]([CH3:17])([CH3:16])[C:10]1[CH:15]=[CH:14][CH:13]=[CH:12][CH:11]=1)=O.[OH-].[NH4+], predict the reaction product. The product is: [CH3:16][C:9]([C:7]([Cl:3])=[CH2:6])([CH3:17])[C:10]1[CH:15]=[CH:14][CH:13]=[CH:12][CH:11]=1. (3) Given the reactants [Br:1][C:2]1[CH:3]=[CH:4][C:5]([C:8]2[CH2:12][C@@H:11]([CH2:13]Cl)[O:10][N:9]=2)=[N:6][CH:7]=1.[CH3:15][NH:16][CH2:17][CH2:18][OH:19].CS(C)=O, predict the reaction product. The product is: [Br:1][C:2]1[CH:3]=[CH:4][C:5]([C:8]2[CH2:12][C@@H:11]([CH2:13][N:16]([CH3:15])[CH2:17][CH2:18][OH:19])[O:10][N:9]=2)=[N:6][CH:7]=1. (4) Given the reactants [Si]([O:8][C@@H:9]1[CH2:13][C:12](=[O:14])[N:11]([C:15]2[CH:22]=[CH:21][C:18]([C:19]#[N:20])=[C:17]([C:23]([F:26])([F:25])[F:24])[CH:16]=2)[C@H:10]1[CH2:27][CH3:28])(C(C)(C)C)(C)C.C(O)C.Cl.C(=O)([O-])O.[Na+], predict the reaction product. The product is: [CH2:27]([C@H:10]1[C@H:9]([OH:8])[CH2:13][C:12](=[O:14])[N:11]1[C:15]1[CH:22]=[CH:21][C:18]([C:19]#[N:20])=[C:17]([C:23]([F:26])([F:24])[F:25])[CH:16]=1)[CH3:28].